Dataset: Forward reaction prediction with 1.9M reactions from USPTO patents (1976-2016). Task: Predict the product of the given reaction. (1) Given the reactants C1(S([N:10]2[C:14]3=[N:15][CH:16]=[CH:17][CH:18]=[C:13]3[CH:12]=[C:11]2[C:19]([C:26]2[CH:31]=[CH:30][C:29]([C:32]([OH:37])([CH:34]([CH3:36])[CH3:35])[CH3:33])=[CH:28][CH:27]=2)=[CH:20][CH:21]2[CH2:25][CH2:24][CH2:23][CH2:22]2)(=O)=O)C=CC=CC=1.[OH-].[Na+], predict the reaction product. The product is: [CH:21]1([CH:20]=[C:19]([C:26]2[CH:27]=[CH:28][C:29]([C:32]([OH:37])([CH:34]([CH3:35])[CH3:36])[CH3:33])=[CH:30][CH:31]=2)[C:11]2[NH:10][C:14]3=[N:15][CH:16]=[CH:17][CH:18]=[C:13]3[CH:12]=2)[CH2:25][CH2:24][CH2:23][CH2:22]1. (2) Given the reactants [F:1][C:2]1[CH:7]=[CH:6][C:5]([NH:8][C:9](=[O:15])[O:10][C:11]([CH3:14])([CH3:13])[CH3:12])=[CH:4][CH:3]=1.C([Li])(CC)C.[Cl:21][C:22]1[C:29]([O:30][CH3:31])=[CH:28][CH:27]=[CH:26][C:23]=1[CH:24]=[O:25].[Cl-].[NH4+], predict the reaction product. The product is: [Cl:21][C:22]1[C:29]([O:30][CH3:31])=[CH:28][CH:27]=[CH:26][C:23]=1[CH:24]([OH:25])[C:4]1[CH:3]=[C:2]([F:1])[CH:7]=[CH:6][C:5]=1[NH:8][C:9](=[O:15])[O:10][C:11]([CH3:12])([CH3:14])[CH3:13]. (3) Given the reactants [C:1]1([NH:7][C:8](=[O:25])[CH:9]=[C:10]([S:18][C:19]2[CH:24]=[CH:23][CH:22]=[CH:21][CH:20]=2)[S:11][C:12]2[CH:17]=[CH:16][CH:15]=[CH:14][CH:13]=2)[CH:6]=[CH:5][CH:4]=[CH:3][CH:2]=1.C1(S)C=CC=CC=1.C(N(CC)CC)C, predict the reaction product. The product is: [C:1]1([NH:7][C:8](=[O:25])[CH2:9][CH:10]([S:18][C:19]2[CH:24]=[CH:23][CH:22]=[CH:21][CH:20]=2)[S:11][C:12]2[CH:13]=[CH:14][CH:15]=[CH:16][CH:17]=2)[CH:6]=[CH:5][CH:4]=[CH:3][CH:2]=1. (4) Given the reactants [NH2:1][C@@:2]1([C:9]2[CH:14]=[CH:13][CH:12]=[CH:11][C:10]=2[F:15])[CH2:6][O:5][CH2:4][C@H:3]1[CH2:7][OH:8].C1COCC1.[C:21](O[C:21]([O:23][C:24]([CH3:27])([CH3:26])[CH3:25])=[O:22])([O:23][C:24]([CH3:27])([CH3:26])[CH3:25])=[O:22].C(=O)(O)[O-].[Na+], predict the reaction product. The product is: [C:24]([O:23][C:21](=[O:22])[NH:1][C@:2]1([C:9]2[CH:14]=[CH:13][CH:12]=[CH:11][C:10]=2[F:15])[C@H:3]([CH2:7][OH:8])[CH2:4][O:5][CH2:6]1)([CH3:27])([CH3:26])[CH3:25]. (5) The product is: [N:19]1([CH:14]2[CH2:13][C:12]3[C:16](=[CH:17][CH:18]=[C:10]([O:9][C:6]4[N:7]=[CH:8][C:3]([N:24]5[CH2:28][CH2:27][CH2:26][C:25]5=[O:29])=[CH:4][CH:5]=4)[CH:11]=3)[CH2:15]2)[CH2:23][CH2:22][CH2:21][CH2:20]1. Given the reactants [I-].Br[C:3]1[CH:4]=[CH:5][C:6]([O:9][C:10]2[CH:11]=[C:12]3[C:16](=[CH:17][CH:18]=2)[CH2:15][CH:14]([N:19]2[CH2:23][CH2:22][CH2:21][CH2:20]2)[CH2:13]3)=[N:7][CH:8]=1.[NH:24]1[CH2:28][CH2:27][CH2:26][C:25]1=[O:29].C(=O)([O-])[O-].[K+].[K+].CNCCNC, predict the reaction product. (6) Given the reactants [NH2:1][C:2]1[CH:3]=[C:4](/[CH:16]=[CH:17]/[C:18]([O:20][CH3:21])=[O:19])[CH:5]=[CH:6][C:7]=1[S:8][CH2:9][CH2:10][N:11]([CH2:14][CH3:15])[CH2:12][CH3:13].[C:22]1([CH2:28][CH2:29][CH:30]=O)[CH:27]=[CH:26][CH:25]=[CH:24][CH:23]=1.C(O[BH-](OC(=O)C)OC(=O)C)(=O)C.[Na+].O, predict the reaction product. The product is: [CH2:14]([N:11]([CH2:12][CH3:13])[CH2:10][CH2:9][S:8][C:7]1[CH:6]=[CH:5][C:4](/[CH:16]=[CH:17]/[C:18]([O:20][CH3:21])=[O:19])=[CH:3][C:2]=1[NH:1][CH2:30][CH2:29][CH2:28][C:22]1[CH:27]=[CH:26][CH:25]=[CH:24][CH:23]=1)[CH3:15]. (7) The product is: [Cl:1][C:2]1[C:7]([Cl:8])=[C:6]([Cl:9])[N:5]=[C:4]([CH:10]=[O:11])[CH:3]=1. Given the reactants [Cl:1][C:2]1[C:7]([Cl:8])=[C:6]([Cl:9])[N:5]=[C:4]([CH2:10][OH:11])[CH:3]=1, predict the reaction product. (8) The product is: [Cl:1][C:2]1[C:3]([C:33]([C:36]#[N:37])([CH3:34])[CH3:35])=[CH:4][C:5]([O:30][CH2:31][CH3:32])=[C:6]([C:8]2[N:9]([C:27]([N:48]3[CH2:49][CH2:50][N:45]([CH2:44][C:43]([N:42]([CH2:41][CH2:40][C:38]#[N:39])[CH3:52])=[O:51])[CH2:46][CH2:47]3)=[O:28])[C@H:10]([C:20]3[CH:25]=[CH:24][C:23]([Cl:26])=[CH:22][CH:21]=3)[C@H:11]([C:13]3[CH:18]=[CH:17][C:16]([Cl:19])=[CH:15][CH:14]=3)[N:12]=2)[CH:7]=1. Given the reactants [Cl:1][C:2]1[C:3]([C:33]([C:36]#[N:37])([CH3:35])[CH3:34])=[CH:4][C:5]([O:30][CH2:31][CH3:32])=[C:6]([C:8]2[N:9]([C:27](Cl)=[O:28])[C@H:10]([C:20]3[CH:25]=[CH:24][C:23]([Cl:26])=[CH:22][CH:21]=3)[C@H:11]([C:13]3[CH:18]=[CH:17][C:16]([Cl:19])=[CH:15][CH:14]=3)[N:12]=2)[CH:7]=1.[C:38]([CH2:40][CH2:41][N:42]([CH3:52])[C:43](=[O:51])[CH2:44][N:45]1[CH2:50][CH2:49][NH:48][CH2:47][CH2:46]1)#[N:39], predict the reaction product.